Dataset: Reaction yield outcomes from USPTO patents with 853,638 reactions. Task: Predict the reaction yield, written as a fraction of the theoretical maximum amount of product (1.0 means a 100% yield; for example, 0.34 means a 34% yield). (1) The reactants are [CH2:1]([O:8][C@@H:9]1[C@@H:21]([O:22][CH2:23][C:24]2[CH:29]=[CH:28][C:27]([O:30][CH3:31])=[CH:26][CH:25]=2)[C:20](=[O:32])[C@@H:19]([CH2:33][O:34][Si:35]([C:38]([CH3:41])([CH3:40])[CH3:39])([CH3:37])[CH3:36])[O:18][C@H:10]1[O:11][CH2:12][CH2:13][Si:14]([CH3:17])([CH3:16])[CH3:15])[C:2]1[CH:7]=[CH:6][CH:5]=[CH:4][CH:3]=1.[CH3:42][Li]. The catalyst is C(OCC)C. The product is [CH2:1]([O:8][C@@H:9]1[C@@H:21]([O:22][CH2:23][C:24]2[CH:29]=[CH:28][C:27]([O:30][CH3:31])=[CH:26][CH:25]=2)[C@:20]([CH3:42])([OH:32])[C@@H:19]([CH2:33][O:34][Si:35]([C:38]([CH3:41])([CH3:40])[CH3:39])([CH3:37])[CH3:36])[O:18][C@H:10]1[O:11][CH2:12][CH2:13][Si:14]([CH3:16])([CH3:15])[CH3:17])[C:2]1[CH:3]=[CH:4][CH:5]=[CH:6][CH:7]=1. The yield is 0.760. (2) The reactants are [Br:1][C:2]1[CH:3]=[C:4]([CH2:8][C:9]([OH:11])=O)[CH:5]=[N:6][CH:7]=1.[CH:12]([NH:15][CH:16](C)C)(C)C.C(Cl)(=O)C(C)(C)C.CNC. The catalyst is ClCCl. The product is [Br:1][C:2]1[CH:3]=[C:4]([CH2:8][C:9]([N:15]([CH3:16])[CH3:12])=[O:11])[CH:5]=[N:6][CH:7]=1. The yield is 0.790. (3) The reactants are [NH2:1][C:2]1[C:3]([F:19])=[C:4]([CH:16]=[CH:17][CH:18]=1)[CH2:5][N:6]1[CH2:11][CH2:10][N:9]([C:12]([O:14][CH3:15])=[O:13])[CH2:8][CH2:7]1.C(#N)C.[Cl:23][C:24]([O:26][C:27]1[CH:32]=[CH:31][CH:30]=[CH:29][CH:28]=1)=[O:25]. The catalyst is CN1CCCC1=O. The product is [ClH:23].[F:19][C:3]1[C:2]([NH:1][C:24]([O:26][C:27]2[CH:32]=[CH:31][CH:30]=[CH:29][CH:28]=2)=[O:25])=[CH:18][CH:17]=[CH:16][C:4]=1[CH2:5][N:6]1[CH2:11][CH2:10][N:9]([C:12]([O:14][CH3:15])=[O:13])[CH2:8][CH2:7]1. The yield is 0.710. (4) The reactants are [Br:1][C:2]1[CH:3]=[C:4]([NH2:13])[C:5]2[N:9]=[C:8]([CH3:10])[N:7]([CH3:11])[C:6]=2[CH:12]=1.[CH:14](=O)[C:15]1[CH:20]=[CH:19][CH:18]=[CH:17][CH:16]=1.O.[C:23]1(C)C=CC(S(O)(=O)=O)=C[CH:24]=1.C([Mg]Br)=C.[Cl-].[NH4+]. The catalyst is C1(C)C=CC=CC=1.O. The product is [Br:1][C:2]1[CH:3]=[C:4]([NH:13][CH:14]([C:15]2[CH:20]=[CH:19][CH:18]=[CH:17][CH:16]=2)[CH:23]=[CH2:24])[C:5]2[N:9]=[C:8]([CH3:10])[N:7]([CH3:11])[C:6]=2[CH:12]=1. The yield is 0.440.